Dataset: Reaction yield outcomes from USPTO patents with 853,638 reactions. Task: Predict the reaction yield, written as a fraction of the theoretical maximum amount of product (1.0 means a 100% yield; for example, 0.34 means a 34% yield). (1) The reactants are [N+:1]([C:4]1[CH:13]=[CH:12][CH:11]=[C:10]2[C:5]=1[CH:6]=[CH:7][NH:8][C:9]2=[O:14])([O-])=O.[Cl-].[NH4+].O. The catalyst is C(O)C.O1CCCC1.[Zn]. The product is [NH2:1][C:4]1[CH:13]=[CH:12][CH:11]=[C:10]2[C:5]=1[CH:6]=[CH:7][NH:8][C:9]2=[O:14]. The yield is 0.881. (2) The reactants are [C:1]([NH:4][C:5]1[CH:6]=[C:7]([CH:11]=[CH:12][C:13]=1[CH3:14])[C:8]([OH:10])=[O:9])(=[O:3])[CH3:2].[N+:15]([O-])([OH:17])=[O:16]. The product is [C:1]([NH:4][C:5]1[C:6]([N+:15]([O-:17])=[O:16])=[C:7]([CH:11]=[CH:12][C:13]=1[CH3:14])[C:8]([OH:10])=[O:9])(=[O:3])[CH3:2]. No catalyst specified. The yield is 0.518. (3) The reactants are Br[C:2]1[CH:3]=[C:4]([C:12]([O:14][CH3:15])=[O:13])[CH:5]=[C:6]([CH:11]=1)[C:7]([O:9][CH3:10])=[O:8].[C:16]([C:18]12[CH2:27][CH:22]3[CH2:23][CH:24]([CH2:26][CH:20]([CH2:21]3)[CH2:19]1)[CH2:25]2)#[CH:17].C(N(CC)CC)C.N1C=CC=CC=1. The catalyst is [Cu](I)I.C1(P(C2C=CC=CC=2)C2C=CC=CC=2)C=CC=CC=1.O. The product is [CH3:10][O:9][C:7]([C:6]1[CH:11]=[C:2]([C:17]#[C:16][C:18]23[CH2:27][CH:22]4[CH2:23][CH:24]([CH2:26][CH:20]([CH2:21]4)[CH2:19]2)[CH2:25]3)[CH:3]=[C:4]([C:12]([O:14][CH3:15])=[O:13])[CH:5]=1)=[O:8]. The yield is 0.860. (4) The reactants are [CH:1]1([N:7]2[CH2:11][CH2:10][CH:9]([CH2:12][C:13]3[C:22]4[C:17](=[CH:18][CH:19]=[CH:20][CH:21]=4)[CH:16]=[CH:15][CH:14]=3)[C:8]2=[O:23])[CH2:6][CH2:5][CH2:4][CH2:3][CH2:2]1.[CH:24]([N-]C(C)C)(C)C.[Li+].IC. The catalyst is C1COCC1. The product is [CH:1]1([N:7]2[CH2:11][CH2:10][C:9]([CH3:24])([CH2:12][C:13]3[C:22]4[C:17](=[CH:18][CH:19]=[CH:20][CH:21]=4)[CH:16]=[CH:15][CH:14]=3)[C:8]2=[O:23])[CH2:2][CH2:3][CH2:4][CH2:5][CH2:6]1. The yield is 0.600. (5) The reactants are [C:1]([C:5]1[N:9]([C:10]2[CH:15]=[CH:14][CH:13]=[CH:12][CH:11]=2)[N:8]=[C:7]([C:16]([OH:18])=O)[N:6]=1)([CH3:4])([CH3:3])[CH3:2].[NH2:19][C:20]1[CH:25]=[CH:24][C:23]([CH2:26][CH2:27][C:28]([O:30][CH2:31][CH3:32])=[O:29])=[CH:22][C:21]=1[Cl:33]. No catalyst specified. The product is [C:1]([C:5]1[N:9]([C:10]2[CH:11]=[CH:12][CH:13]=[CH:14][CH:15]=2)[N:8]=[C:7]([C:16]([NH:19][C:20]2[CH:25]=[CH:24][C:23]([CH2:26][CH2:27][C:28]([O:30][CH2:31][CH3:32])=[O:29])=[CH:22][C:21]=2[Cl:33])=[O:18])[N:6]=1)([CH3:2])([CH3:3])[CH3:4]. The yield is 0.446. (6) The reactants are [CH2:1]([N:3]1[C:9](=[O:10])[C:8]2[CH:11]=[CH:12][C:13]([N+:15]([O-])=O)=[CH:14][C:7]=2[N:6]([CH2:18][CH3:19])[CH2:5][CH2:4]1)[CH3:2].O.NN. The catalyst is [Pd].C(O)C. The product is [NH2:15][C:13]1[CH:12]=[CH:11][C:8]2[C:9](=[O:10])[N:3]([CH2:1][CH3:2])[CH2:4][CH2:5][N:6]([CH2:18][CH3:19])[C:7]=2[CH:14]=1. The yield is 0.850.